Predict the reactants needed to synthesize the given product. From a dataset of Full USPTO retrosynthesis dataset with 1.9M reactions from patents (1976-2016). (1) Given the product [Br:1][C:2]1[CH:3]=[C:4]2[C:8](=[CH:9][CH:10]=1)[N:7]([CH2:20][CH2:19][C:18]#[N:25])[C:6](=[O:11])[C:5]12[O:16][CH2:15][CH2:14][CH2:13][O:12]1, predict the reactants needed to synthesize it. The reactants are: [Br:1][C:2]1[CH:3]=[C:4]2[C:8](=[CH:9][CH:10]=1)[NH:7][C:6](=[O:11])[C:5]12[O:16][CH2:15][CH2:14][CH2:13][O:12]1.[OH-].[CH2:18]([N+:25](C)(C)C)[C:19]1C=CC=C[CH:20]=1.C(#N)C=C. (2) Given the product [CH3:1][O:2][C:3]1[CH:4]=[C:5]2[C:10](=[CH:11][C:12]=1[O:13][CH3:14])[N:9]=[CH:8][CH:7]=[C:6]2[O:15][C:16]1[C:22]([CH3:23])=[CH:21][C:19]([NH:20][C:29]([NH:42][C:41]2[CH:43]=[CH:44][C:38]([F:37])=[CH:39][C:40]=2[CH3:45])=[O:35])=[C:18]([CH3:24])[CH:17]=1, predict the reactants needed to synthesize it. The reactants are: [CH3:1][O:2][C:3]1[CH:4]=[C:5]2[C:10](=[CH:11][C:12]=1[O:13][CH3:14])[N:9]=[CH:8][CH:7]=[C:6]2[O:15][C:16]1[C:22]([CH3:23])=[CH:21][C:19]([NH2:20])=[C:18]([CH3:24])[CH:17]=1.ClC(Cl)(O[C:29](=[O:35])OC(Cl)(Cl)Cl)Cl.[F:37][C:38]1[CH:44]=[CH:43][C:41]([NH2:42])=[C:40]([CH3:45])[CH:39]=1.C(=O)([O-])O.[Na+]. (3) The reactants are: [F:1][C:2]1[CH:7]=[CH:6][C:5]([S:8]([NH:11][C@@H:12]([CH:17]([OH:19])[CH3:18])[C:13]([O:15][CH3:16])=[O:14])(=[O:10])=[O:9])=[CH:4][CH:3]=1.[C:20]([O-])([O-])=O.[K+].[K+].CI. Given the product [CH3:20][N:11]([S:8]([C:5]1[CH:4]=[CH:3][C:2]([F:1])=[CH:7][CH:6]=1)(=[O:9])=[O:10])[C@@H:12]([CH:17]([OH:19])[CH3:18])[C:13]([O:15][CH3:16])=[O:14], predict the reactants needed to synthesize it.